Dataset: NCI-60 drug combinations with 297,098 pairs across 59 cell lines. Task: Regression. Given two drug SMILES strings and cell line genomic features, predict the synergy score measuring deviation from expected non-interaction effect. (1) Drug 1: CN(CC1=CN=C2C(=N1)C(=NC(=N2)N)N)C3=CC=C(C=C3)C(=O)NC(CCC(=O)O)C(=O)O. Drug 2: CC1=C(C=C(C=C1)NC(=O)C2=CC=C(C=C2)CN3CCN(CC3)C)NC4=NC=CC(=N4)C5=CN=CC=C5. Cell line: SF-268. Synergy scores: CSS=8.44, Synergy_ZIP=-1.73, Synergy_Bliss=2.90, Synergy_Loewe=-22.3, Synergy_HSA=-4.24. (2) Drug 1: CC1=CC2C(CCC3(C2CCC3(C(=O)C)OC(=O)C)C)C4(C1=CC(=O)CC4)C. Drug 2: C1CC(=O)NC(=O)C1N2C(=O)C3=CC=CC=C3C2=O. Cell line: HL-60(TB). Synergy scores: CSS=-8.17, Synergy_ZIP=0.988, Synergy_Bliss=-5.03, Synergy_Loewe=-6.38, Synergy_HSA=-7.92. (3) Drug 1: CC1=C(C(CCC1)(C)C)C=CC(=CC=CC(=CC(=O)O)C)C. Drug 2: CNC(=O)C1=NC=CC(=C1)OC2=CC=C(C=C2)NC(=O)NC3=CC(=C(C=C3)Cl)C(F)(F)F. Cell line: SNB-19. Synergy scores: CSS=1.39, Synergy_ZIP=7.74, Synergy_Bliss=2.12, Synergy_Loewe=2.61, Synergy_HSA=0.600. (4) Drug 1: COC1=CC(=CC(=C1O)OC)C2C3C(COC3=O)C(C4=CC5=C(C=C24)OCO5)OC6C(C(C7C(O6)COC(O7)C8=CC=CS8)O)O. Drug 2: CCN(CC)CCNC(=O)C1=C(NC(=C1C)C=C2C3=C(C=CC(=C3)F)NC2=O)C. Cell line: OVCAR-4. Synergy scores: CSS=4.49, Synergy_ZIP=-1.67, Synergy_Bliss=-0.696, Synergy_Loewe=-1.47, Synergy_HSA=-0.889.